From a dataset of Forward reaction prediction with 1.9M reactions from USPTO patents (1976-2016). Predict the product of the given reaction. (1) Given the reactants Cl[C:2]1[S:3][C:4]2[CH:10]=[C:9]([Cl:11])[CH:8]=[CH:7][C:5]=2[N:6]=1.[CH2:12]1[CH2:17][CH2:16][CH:15]([CH2:18][C@H:19]([NH2:23])[C:20]([OH:22])=O)[CH2:14][CH2:13]1.Cl.Cl.[F:26][C:27]1[CH:32]=[CH:31][C:30]([NH:33][CH2:34][CH2:35][NH2:36])=[CH:29][CH:28]=1, predict the reaction product. The product is: [Cl:11][C:9]1[CH:8]=[CH:7][C:5]2[N:6]=[C:2]([NH:23][C@@H:19]([CH2:18][CH:15]3[CH2:14][CH2:13][CH2:12][CH2:17][CH2:16]3)[C:20]([NH:36][CH2:35][CH2:34][NH:33][C:30]3[CH:31]=[CH:32][C:27]([F:26])=[CH:28][CH:29]=3)=[O:22])[S:3][C:4]=2[CH:10]=1. (2) Given the reactants [Cl:1][C:2]1[CH:7]=[CH:6][CH:5]=[C:4](Cl)[N:3]=1.O.[NH2:10][NH2:11], predict the reaction product. The product is: [Cl:1][C:2]1[CH:7]=[CH:6][CH:5]=[C:4]([NH:10][NH2:11])[N:3]=1. (3) Given the reactants [CH3:1][C:2]([CH3:26])([CH2:18][O:19]C1CCCCO1)[CH2:3][N:4]1[CH:8]=[C:7]([B:9]2[O:13][C:12]([CH3:15])([CH3:14])[C:11]([CH3:17])([CH3:16])[O:10]2)[CH:6]=[N:5]1.CC1C=CC(S(O)(=O)=O)=CC=1.O.C([O-])(O)=O.[Na+], predict the reaction product. The product is: [CH3:1][C:2]([CH3:26])([CH2:3][N:4]1[CH:8]=[C:7]([B:9]2[O:13][C:12]([CH3:15])([CH3:14])[C:11]([CH3:17])([CH3:16])[O:10]2)[CH:6]=[N:5]1)[CH2:18][OH:19]. (4) Given the reactants Cl[C:2]1[C:3](=[O:15])[NH:4][N:5]=[CH:6][C:7]=1[O:8][CH2:9][CH:10]1[CH2:14][CH2:13][CH2:12][CH2:11]1.[OH-].[Na+].[H][H], predict the reaction product. The product is: [CH:10]1([CH2:9][O:8][C:7]2[CH:6]=[N:5][NH:4][C:3](=[O:15])[CH:2]=2)[CH2:11][CH2:12][CH2:13][CH2:14]1. (5) Given the reactants [CH:1]1([C:4](=O)[CH2:5][C:6]#[N:7])[CH2:3][CH2:2]1.[C:9]([O:13][C:14](=[O:17])[NH:15][NH2:16])([CH3:12])([CH3:11])[CH3:10].[CH2:18](N(CC)CC)C, predict the reaction product. The product is: [C:9]([O:13][C:14]([N:15]1[C:6]([NH2:7])=[CH:5][C:4]([CH:1]2[CH2:3][CH2:2][CH2:18]2)=[N:16]1)=[O:17])([CH3:12])([CH3:11])[CH3:10]. (6) Given the reactants [Cl:1][C:2]1[CH:3]=[C:4]([CH:23]=[CH:24][C:25]=1[Cl:26])[CH2:5][N:6]1[C:18](=[O:19])[C:17]2[C:8](=[C:9]([OH:21])[C:10]3[N:11]=[CH:12][CH:13]=[N:14][C:15]=3[C:16]=2[OH:20])[C:7]1=[O:22].[C:27](O)(=[O:45])[CH2:28][CH2:29][CH2:30][CH2:31][CH2:32][CH2:33][CH2:34][CH2:35][CH2:36][CH2:37][CH2:38][CH2:39][CH2:40][CH2:41][CH2:42][CH2:43][CH3:44].CN(C(ON1N=NC2C=CC=CC1=2)=[N+](C)C)C.[B-](F)(F)(F)F.C(N(CC)CC)C, predict the reaction product. The product is: [Cl:1][C:2]1[CH:3]=[C:4]([CH:23]=[CH:24][C:25]=1[Cl:26])[CH2:5][N:6]1[C:7](=[O:22])[C:8]2[C:17](=[C:16]([OH:20])[C:15]3[N:14]=[CH:13][CH:12]=[N:11][C:10]=3[C:9]=2[O:21][C:27](=[O:45])[CH2:28][CH2:29][CH2:30][CH2:31][CH2:32][CH2:33][CH2:34][CH2:35][CH2:36][CH2:37][CH2:38][CH2:39][CH2:40][CH2:41][CH2:42][CH2:43][CH3:44])[C:18]1=[O:19]. (7) Given the reactants [Br:1][C:2]([Br:29])=[CH:3][C:4]1[CH:9]=[CH:8][C:7]([N:10]2[CH2:14][C@H:13]([CH2:15][N:16]3C(=O)C4[C:18](=CC=CC=4)[C:17]3=[O:26])[O:12][C:11]2=[O:27])=[CH:6][C:5]=1[F:28].O.NN, predict the reaction product. The product is: [Br:29][C:2]([Br:1])=[CH:3][C:4]1[CH:9]=[CH:8][C:7]([N:10]2[CH2:14][C@H:13]([CH2:15][NH:16][C:17](=[O:26])[CH3:18])[O:12][C:11]2=[O:27])=[CH:6][C:5]=1[F:28]. (8) The product is: [OH:14][C:13]1[N:12]([C:15]2[CH:23]=[CH:22][C:18]([C:19]([N:27]3[CH2:30][CH:29]([N:31]4[CH2:36][CH2:35][CH2:34][CH2:33][CH2:32]4)[CH2:28]3)=[O:21])=[CH:17][N:16]=2)[N:11]=[CH:10][C:9]=1[C:6]1[CH:7]=[CH:8][C:3]([C:1]#[N:2])=[CH:4][C:5]=1[CH3:24]. Given the reactants [C:1]([C:3]1[CH:8]=[CH:7][C:6]([C:9]2[CH:10]=[N:11][N:12]([C:15]3[CH:23]=[CH:22][C:18]([C:19]([OH:21])=O)=[CH:17][N:16]=3)[C:13]=2[OH:14])=[C:5]([CH3:24])[CH:4]=1)#[N:2].Cl.Cl.[NH:27]1[CH2:30][CH:29]([N:31]2[CH2:36][CH2:35][CH2:34][CH2:33][CH2:32]2)[CH2:28]1, predict the reaction product. (9) Given the reactants [NH2:1][C:2]1[CH:3]=[CH:4][C:5]([CH3:9])=[C:6]([OH:8])[CH:7]=1.O.C(=O)([O-])O.[Na+].[Cl:16][C:17]1[C:25]([C:26]([F:29])([F:28])[F:27])=[CH:24][CH:23]=[CH:22][C:18]=1[C:19](Cl)=[O:20], predict the reaction product. The product is: [Cl:16][C:17]1[C:25]([C:26]([F:27])([F:28])[F:29])=[CH:24][CH:23]=[CH:22][C:18]=1[C:19]([NH:1][C:2]1[CH:3]=[CH:4][C:5]([CH3:9])=[C:6]([OH:8])[CH:7]=1)=[O:20].